The task is: Regression. Given a peptide amino acid sequence and an MHC pseudo amino acid sequence, predict their binding affinity value. This is MHC class II binding data.. This data is from Peptide-MHC class II binding affinity with 134,281 pairs from IEDB. (1) The peptide sequence is RFDTNGDGKISLSEL. The MHC is DRB1_0901 with pseudo-sequence DRB1_0901. The binding affinity (normalized) is 0.111. (2) The peptide sequence is TPEKEEPTAAPAEPE. The MHC is HLA-DPA10201-DPB11401 with pseudo-sequence HLA-DPA10201-DPB11401. The binding affinity (normalized) is 0.0271. (3) The peptide sequence is SINYRTEIDKPCQHH. The MHC is DRB1_0101 with pseudo-sequence DRB1_0101. The binding affinity (normalized) is 0.0538. (4) The peptide sequence is AFYVAATAANAAPAN. The MHC is DRB1_0401 with pseudo-sequence DRB1_0401. The binding affinity (normalized) is 0.377. (5) The peptide sequence is KASNPNYLAILVKYV. The MHC is DRB3_0202 with pseudo-sequence DRB3_0202. The binding affinity (normalized) is 0.792. (6) The MHC is DRB1_0301 with pseudo-sequence DRB1_0301. The binding affinity (normalized) is 0. The peptide sequence is LEQDKCVTVMAPDKP.